This data is from Forward reaction prediction with 1.9M reactions from USPTO patents (1976-2016). The task is: Predict the product of the given reaction. (1) The product is: [F:20][C:21]([F:27])([F:26])[CH2:22][CH2:23][CH:24]([C:2]1[CH:12]=[CH:11][C:5]([C:6]([O:8][CH2:9][CH3:10])=[O:7])=[CH:4][CH:3]=1)[OH:25]. Given the reactants I[C:2]1[CH:12]=[CH:11][C:5]([C:6]([O:8][CH2:9][CH3:10])=[O:7])=[CH:4][CH:3]=1.[Cl-].[Li+].C([Mg]Cl)(C)C.[F:20][C:21]([F:27])([F:26])[CH2:22][CH2:23][CH:24]=[O:25], predict the reaction product. (2) Given the reactants [CH2:1]([OH:8])[C:2]1[CH:7]=[CH:6][CH:5]=[CH:4][CH:3]=1.C1(C=CC(O)=CC=1)[OH:10].[N:17]1[CH:22]=[CH:21]C=C[CH:18]=1, predict the reaction product. The product is: [C:2]1([CH2:1][O:8][C:18]([NH:17][CH:22]=[CH2:21])=[O:10])[CH:7]=[CH:6][CH:5]=[CH:4][CH:3]=1. (3) Given the reactants [CH:1]([C@H:4]1[O:9][CH2:8][C@H:7]([NH2:10])[CH2:6][O:5]1)([CH3:3])[CH3:2].Cl[C:12]1[C:21]2[C:16](=[CH:17][CH:18]=[CH:19][CH:20]=2)[C:15]([CH2:22][C:23]2[CH:24]=[N:25][C:26]([OH:29])=[CH:27][CH:28]=2)=[CH:14][N:13]=1.C(N(CCCC)CCCC)CCC, predict the reaction product. The product is: [CH:1]([C@H:4]1[O:9][CH2:8][C@H:7]([NH:10][C:12]2[C:21]3[C:16](=[CH:17][CH:18]=[CH:19][CH:20]=3)[C:15]([CH2:22][C:23]3[CH:24]=[N:25][C:26]([OH:29])=[CH:27][CH:28]=3)=[CH:14][N:13]=2)[CH2:6][O:5]1)([CH3:3])[CH3:2]. (4) Given the reactants [OH:1][CH2:2][C@:3]([NH:15]C(=O)OC(C)(C)C)([C:5]1[CH:10]=[CH:9][CH:8]=[C:7]([C:11]([F:14])([F:13])[F:12])[CH:6]=1)[CH3:4].[Cl:23]S([N:27]=[C:28]=[O:29])(=O)=O.O.C(=O)([O-])O.[Na+], predict the reaction product. The product is: [ClH:23].[C:28](=[O:29])([O:1][CH2:2][C@:3]([NH2:15])([C:5]1[CH:10]=[CH:9][CH:8]=[C:7]([C:11]([F:12])([F:13])[F:14])[CH:6]=1)[CH3:4])[NH2:27].